The task is: Predict the reactants needed to synthesize the given product.. This data is from Full USPTO retrosynthesis dataset with 1.9M reactions from patents (1976-2016). (1) Given the product [F:1][C:2]1[CH:3]=[C:4]([C:9]2[C:13]([C:14]3[N:15]=[CH:16][N:17]([C:21]4[CH:26]=[CH:25][C:24]([C:27]([F:30])([F:29])[F:28])=[CH:23][CH:22]=4)[CH:18]=3)=[C:12]([CH3:19])[O:11][N:10]=2)[CH:5]=[CH:6][C:7]=1[F:8], predict the reactants needed to synthesize it. The reactants are: [F:1][C:2]1[CH:3]=[C:4]([C:9]2[C:13]([C:14]3[N:15]=[CH:16][NH:17][CH:18]=3)=[C:12]([CH3:19])[O:11][N:10]=2)[CH:5]=[CH:6][C:7]=1[F:8].F[C:21]1[CH:26]=[CH:25][C:24]([C:27]([F:30])([F:29])[F:28])=[CH:23][CH:22]=1. (2) The reactants are: [Cl:1][C:2]1[N:3]=[C:4]2[CH:9]=[CH:8][C:7](Cl)=[N:6][N:5]2[CH:11]=1.[C:12]1(P(C2C=CC=CC=2)CCCP(C2C=CC=CC=2)C2C=CC=CC=2)[CH:17]=CC=C[CH:13]=1.C([Mg]Br)CC.S(=O)(=O)(O)O. Given the product [CH2:13]([C:7]1[CH:8]=[CH:9][C:4]2[N:5]([CH:11]=[C:2]([Cl:1])[N:3]=2)[N:6]=1)[CH2:12][CH3:17], predict the reactants needed to synthesize it.